This data is from CYP3A4 inhibition data for predicting drug metabolism from PubChem BioAssay. The task is: Regression/Classification. Given a drug SMILES string, predict its absorption, distribution, metabolism, or excretion properties. Task type varies by dataset: regression for continuous measurements (e.g., permeability, clearance, half-life) or binary classification for categorical outcomes (e.g., BBB penetration, CYP inhibition). Dataset: cyp3a4_veith. (1) The drug is CC(Oc1ccccc1)C(=O)Nc1nc2c(s1)C(=O)CC(C)(C)C2. The result is 0 (non-inhibitor). (2) The molecule is Cc1ccccc1Oc1ccc(-c2nc(N)nc(N)n2)cc1. The result is 0 (non-inhibitor). (3) The drug is CCN(CC)C1=NC(=[N+](CC)CC)c2ccccc21.[O-][Cl+3]([O-])([O-])[O-]. The result is 0 (non-inhibitor). (4) The drug is CC1CCC(O)([C@](C)(C(=O)O)c2ccccc2)CC1. The result is 0 (non-inhibitor). (5) The drug is COc1ccc(-c2cc(CNC(C)=O)on2)cc1. The result is 0 (non-inhibitor).